From a dataset of Catalyst prediction with 721,799 reactions and 888 catalyst types from USPTO. Predict which catalyst facilitates the given reaction. (1) Reactant: [C:1]([C@@H:4]([NH:44][C:45]([O:47][CH:48]1[CH2:52][CH2:51][CH2:50][CH2:49]1)=[O:46])[CH2:5][CH2:6][CH2:7][CH2:8][CH2:9][CH2:10][CH2:11][NH:12][C:13]([CH:15]([OH:43])[CH:16]([NH:22][C:23]([C@H:25]1[NH:29][CH2:28][C@H:27]([O:30][C:31]([N:33]2[CH2:41][C:40]3[C:35](=[CH:36][CH:37]=[CH:38][C:39]=3[F:42])[CH2:34]2)=[O:32])[CH2:26]1)=[O:24])[CH2:17][CH:18]1[CH2:21][CH2:20][CH2:19]1)=[O:14])([OH:3])=O.CCN(C(C)C)C(C)C.CN(C(ON1N=NC2C=CC=NC1=2)=[N+](C)C)C.F[P-](F)(F)(F)(F)F. Product: [CH:18]1([CH2:17][CH:16]2[NH:22][C:23](=[O:24])[C@@H:25]3[CH2:26][C@@H:27]([O:30][C:31]([N:33]4[CH2:41][C:40]5[C:35](=[CH:36][CH:37]=[CH:38][C:39]=5[F:42])[CH2:34]4)=[O:32])[CH2:28][N:29]3[C:1](=[O:3])[C@@H:4]([NH:44][C:45]([O:47][CH:48]3[CH2:52][CH2:51][CH2:50][CH2:49]3)=[O:46])[CH2:5][CH2:6][CH2:7][CH2:8][CH2:9][CH2:10][CH2:11][NH:12][C:13](=[O:14])[CH:15]2[OH:43])[CH2:19][CH2:20][CH2:21]1. The catalyst class is: 2. (2) Reactant: [CH3:1][O:2][C:3](=[O:22])[NH:4][C:5]1[CH:10]=[CH:9][C:8]([NH:11][CH2:12][CH:13]2[CH2:18][CH2:17][O:16][CH2:15][CH2:14]2)=[C:7]([N+:19]([O-])=O)[CH:6]=1. Product: [CH3:1][O:2][C:3](=[O:22])[NH:4][C:5]1[CH:10]=[CH:9][C:8]([NH:11][CH2:12][CH:13]2[CH2:18][CH2:17][O:16][CH2:15][CH2:14]2)=[C:7]([NH2:19])[CH:6]=1. The catalyst class is: 99. (3) Reactant: [NH2:1][C:2]1[C:7]2[NH:8][C:9]([C:11]3[CH:16]=[CH:15][C:14]([Br:17])=[CH:13][CH:12]=3)=[N:10][C:6]=2[CH:5]=[C:4]([NH:18][C:19]([O:21][CH3:22])=[O:20])[CH:3]=1.[C:23](OC(=O)C)(=[O:25])[CH3:24]. Product: [C:23]([NH:1][C:2]1[C:7]2[NH:8][C:9]([C:11]3[CH:16]=[CH:15][C:14]([Br:17])=[CH:13][CH:12]=3)=[N:10][C:6]=2[CH:5]=[C:4]([NH:18][C:19]([O:21][CH3:22])=[O:20])[CH:3]=1)(=[O:25])[CH3:24]. The catalyst class is: 4. (4) Reactant: O.[OH-].[Li+].[CH3:4][C:5]([CH3:37])([CH2:10][O:11][C:12]1[CH:17]=[CH:16][C:15]([C:18]2[CH:19]=[CH:20][C:21]3[N:26]([C:27](=[O:35])[NH:28][C:29]4[CH:34]=[CH:33][CH:32]=[CH:31][CH:30]=4)[CH2:25][CH2:24][O:23][C:22]=3[CH:36]=2)=[CH:14][N:13]=1)[C:6]([O:8]C)=[O:7].O1CCCC1.O. Product: [CH3:4][C:5]([CH3:37])([CH2:10][O:11][C:12]1[CH:17]=[CH:16][C:15]([C:18]2[CH:19]=[CH:20][C:21]3[N:26]([C:27](=[O:35])[NH:28][C:29]4[CH:34]=[CH:33][CH:32]=[CH:31][CH:30]=4)[CH2:25][CH2:24][O:23][C:22]=3[CH:36]=2)=[CH:14][N:13]=1)[C:6]([OH:8])=[O:7]. The catalyst class is: 5. (5) Reactant: [CH3:1][O:2][C:3]1[C:8]([CH3:9])=[C:7]([CH3:10])[C:6]([O:11][CH3:12])=[C:5]([CH3:13])[C:4]=1[CH2:14]/[CH:15]=[C:16](\[CH3:22])/[CH2:17][CH2:18][CH2:19][C:20]#N.C1(C)C=CC=CC=1.CC(C[AlH]CC(C)C)C.[OH2:39]. Product: [CH3:1][O:2][C:3]1[C:8]([CH3:9])=[C:7]([CH3:10])[C:6]([O:11][CH3:12])=[C:5]([CH3:13])[C:4]=1[CH2:14]/[CH:15]=[C:16](\[CH3:22])/[CH2:17][CH2:18][CH2:19][CH:20]=[O:39]. The catalyst class is: 237. (6) Reactant: [CH2:1]([NH:3][C:4]([C:6]1[CH:7]=[C:8]2[C:12](=[CH:13][CH:14]=1)[N:11](C1CCCCO1)[N:10]=[C:9]2[C:21]1[CH:30]=[CH:29][C:28]2[C:23](=[CH:24][CH:25]=[C:26]([O:31][CH3:32])[CH:27]=2)[CH:22]=1)=[O:5])[CH3:2]. Product: [CH2:1]([NH:3][C:4]([C:6]1[CH:7]=[C:8]2[C:12](=[CH:13][CH:14]=1)[NH:11][N:10]=[C:9]2[C:21]1[CH:30]=[CH:29][C:28]2[C:23](=[CH:24][CH:25]=[C:26]([O:31][CH3:32])[CH:27]=2)[CH:22]=1)=[O:5])[CH3:2]. The catalyst class is: 8. (7) Reactant: [N+:1]([O-:4])(O)=[O:2].[CH3:5][C:6]1[CH:11]=[CH:10][CH:9]=[CH:8][CH:7]=1.[CH3:12][N:13]([CH3:17])[SH:14](=[O:16])=[O:15].O. Product: [CH3:5][C:6]1[CH:11]=[CH:10][CH:9]=[CH:8][C:7]=1[N+:1]([O-:4])=[O:2].[CH3:12][N:13]([CH3:17])[SH:14](=[O:16])=[O:15]. The catalyst class is: 65. (8) Reactant: [CH2:1]([O:8][C:9]1[CH:14]=[CH:13][C:12](Br)=[CH:11][CH:10]=1)[C:2]1[CH:7]=[CH:6][CH:5]=[CH:4][CH:3]=1.C([Li])CCC.CON(C)[C:24]([CH:26]1[CH2:29][N:28]([C:30]([O:32][C:33]([CH3:36])([CH3:35])[CH3:34])=[O:31])[CH2:27]1)=[O:25]. Product: [C:33]([O:32][C:30]([N:28]1[CH2:29][CH:26]([C:24](=[O:25])[C:12]2[CH:13]=[CH:14][C:9]([O:8][CH2:1][C:2]3[CH:7]=[CH:6][CH:5]=[CH:4][CH:3]=3)=[CH:10][CH:11]=2)[CH2:27]1)=[O:31])([CH3:36])([CH3:35])[CH3:34]. The catalyst class is: 1. (9) Reactant: [O-]CC.[Na+].C([O:7][C:8](=O)[CH2:9][CH2:10][N:11]([C:15]1[CH:20]=[C:19]([CH3:21])[C:18]([Br:22])=[C:17]([CH3:23])[CH:16]=1)[C:12]([NH2:14])=[O:13])C.Cl. Product: [Br:22][C:18]1[C:19]([CH3:21])=[CH:20][C:15]([N:11]2[CH2:10][CH2:9][C:8](=[O:7])[NH:14][C:12]2=[O:13])=[CH:16][C:17]=1[CH3:23]. The catalyst class is: 8. (10) Reactant: CC1(C)O[C:6](=[O:8])[CH:5]([C:9](=[O:24])[CH2:10][CH2:11][CH2:12][C:13]2([C:18]3[CH:23]=[CH:22][CH:21]=[CH:20][CH:19]=3)[O:17][CH2:16][CH2:15][O:14]2)C(=O)O1.[NH2:27][C:28]1[CH:33]=[CH:32][CH:31]=[CH:30][CH:29]=1. Product: [O:24]=[C:9]([CH2:10][CH2:11][CH2:12][C:13]1([C:18]2[CH:19]=[CH:20][CH:21]=[CH:22][CH:23]=2)[O:14][CH2:15][CH2:16][O:17]1)[CH2:5][C:6]([NH:27][C:28]1[CH:33]=[CH:32][CH:31]=[CH:30][CH:29]=1)=[O:8]. The catalyst class is: 113.